Dataset: Full USPTO retrosynthesis dataset with 1.9M reactions from patents (1976-2016). Task: Predict the reactants needed to synthesize the given product. (1) Given the product [CH2:46]([O:45][C:43](=[O:44])[C:42]1[CH:48]=[CH:49][C:39]([N:12]2[CH:13]=[C:9]([C:3]3[CH:4]=[CH:5][C:6]([Cl:8])=[CH:7][C:2]=3[Cl:1])[N:10]=[C:11]2[NH:14][C:15]([C:17]2[N:18]=[CH:19][C:20]3[C:25]([CH:26]=2)=[CH:24][C:23]([O:27][C:28]2[CH:29]=[CH:30][C:31]([C:34]([CH3:37])([CH3:36])[CH3:35])=[CH:32][CH:33]=2)=[CH:22][CH:21]=3)=[O:16])=[CH:40][CH:41]=1)[CH3:47], predict the reactants needed to synthesize it. The reactants are: [Cl:1][C:2]1[CH:7]=[C:6]([Cl:8])[CH:5]=[CH:4][C:3]=1[C:9]1[N:10]=[C:11]([NH:14][C:15]([C:17]2[N:18]=[CH:19][C:20]3[C:25]([CH:26]=2)=[CH:24][C:23]([O:27][C:28]2[CH:33]=[CH:32][C:31]([C:34]([CH3:37])([CH3:36])[CH3:35])=[CH:30][CH:29]=2)=[CH:22][CH:21]=3)=[O:16])[NH:12][CH:13]=1.F[C:39]1[CH:49]=[CH:48][C:42]([C:43]([O:45][CH2:46][CH3:47])=[O:44])=[CH:41][CH:40]=1.C([O-])([O-])=O.[Cs+].[Cs+]. (2) Given the product [NH2:32][CH2:31][C@H:28]1[CH2:29][CH2:30][C@H:25]([NH:24][C:5]2[CH:4]=[C:3]([C:9]3[CH:10]=[N:11][CH:12]=[C:13]([O:15][CH2:16][C:17]4[CH:22]=[CH:21][CH:20]=[C:19]([F:23])[CH:18]=4)[CH:14]=3)[C:2]([Cl:1])=[CH:7][N:6]=2)[CH2:26][CH2:27]1, predict the reactants needed to synthesize it. The reactants are: [Cl:1][C:2]1[C:3]([C:9]2[CH:10]=[N:11][CH:12]=[C:13]([O:15][CH2:16][C:17]3[CH:22]=[CH:21][CH:20]=[C:19]([F:23])[CH:18]=3)[CH:14]=2)=[CH:4][C:5](F)=[N:6][CH:7]=1.[NH2:24][C@H:25]1[CH2:30][CH2:29][C@H:28]([CH2:31][NH:32]C(=O)OC(C)(C)C)[CH2:27][CH2:26]1.Cl.O1CCOCC1. (3) Given the product [NH2:12][C:9]1[CH:10]=[CH:11][C:6]([O:5][CH2:4][CH2:3][N:2]([CH3:20])[CH3:1])=[C:7]([NH:15][C:16](=[O:19])[CH:17]=[CH2:18])[CH:8]=1, predict the reactants needed to synthesize it. The reactants are: [CH3:1][N:2]([CH3:20])[CH2:3][CH2:4][O:5][C:6]1[CH:11]=[CH:10][C:9]([N+:12]([O-])=O)=[CH:8][C:7]=1[NH:15][C:16](=[O:19])[CH:17]=[CH2:18].[Cl-].[NH4+]. (4) Given the product [C:1]([CH:8]([NH2:12])[CH2:9][CH2:10][SH:16]1[CH2:17][CH2:18][NH:13][CH2:14][CH2:15]1)([O:3][C:4]([CH3:7])([CH3:6])[CH3:5])=[O:2], predict the reactants needed to synthesize it. The reactants are: [C:1]([CH:8]([NH2:12])[CH2:9][CH2:10]Br)([O:3][C:4]([CH3:7])([CH3:6])[CH3:5])=[O:2].[NH:13]1[CH2:18][CH2:17][S:16][CH2:15][CH2:14]1.